This data is from Catalyst prediction with 721,799 reactions and 888 catalyst types from USPTO. The task is: Predict which catalyst facilitates the given reaction. Reactant: Cl[C:2]1[C:11]([O:12][CH3:13])=[N:10][C:9]2[C:4](=[CH:5][CH:6]=[C:7]([Cl:14])[CH:8]=2)[N:3]=1.[CH3:15][O:16][C:17]1[CH:24]=[C:23]([O:25][CH3:26])[CH:22]=[CH:21][C:18]=1[CH2:19][NH2:20].O. Product: [Cl:14][C:7]1[CH:8]=[C:9]2[C:4](=[CH:5][CH:6]=1)[N:3]=[C:2]([NH:20][CH2:19][C:18]1[CH:21]=[CH:22][C:23]([O:25][CH3:26])=[CH:24][C:17]=1[O:16][CH3:15])[C:11]([O:12][CH3:13])=[N:10]2. The catalyst class is: 16.